From a dataset of Catalyst prediction with 721,799 reactions and 888 catalyst types from USPTO. Predict which catalyst facilitates the given reaction. (1) Product: [N:1]([C@H:4]1[CH:5]([F:28])[CH2:6][N:7]([C@H:9]([C:14]2[CH:19]=[CH:18][C:17]([Cl:20])=[N:16][CH:15]=2)[C:10]([F:13])([F:12])[F:11])[CH2:8]1)=[N+:2]=[N-:3]. Reactant: [N:1]([C@@H:4]1[CH2:8][N:7]([C@H:9]([C:14]2[CH:15]=[N:16][C:17]([Cl:20])=[CH:18][CH:19]=2)[C:10]([F:13])([F:12])[F:11])[CH2:6][C@@H:5]1O)=[N+:2]=[N-:3].C(N(S(F)(F)[F:28])CC)C. The catalyst class is: 4. (2) Product: [CH3:25][C@H:26]1[N:31]([C:32]2[CH:37]=[CH:36][C:35]([C:38]([F:39])([F:41])[F:40])=[CH:34][N:33]=2)[CH2:30][CH2:29][N:28]([CH2:42][C:43]2[C:44]([C:48]([NH:51][C:52]3[CH:57]=[CH:56][N:55]=[CH:54][CH:53]=3)=[O:49])=[N:45][NH:46][CH:47]=2)[CH2:27]1. Reactant: CN(C(ON1N=NC2C=CC=NC1=2)=[N+](C)C)C.F[P-](F)(F)(F)(F)F.[CH3:25][C@H:26]1[N:31]([C:32]2[CH:37]=[CH:36][C:35]([C:38]([F:41])([F:40])[F:39])=[CH:34][N:33]=2)[CH2:30][CH2:29][N:28]([CH2:42][C:43]2[C:44]([C:48](O)=[O:49])=[N:45][NH:46][CH:47]=2)[CH2:27]1.[NH2:51][C:52]1[CH:57]=[CH:56][N:55]=[CH:54][CH:53]=1.C(N(C(C)C)C(C)C)C. The catalyst class is: 3.